This data is from Full USPTO retrosynthesis dataset with 1.9M reactions from patents (1976-2016). The task is: Predict the reactants needed to synthesize the given product. The reactants are: [Cl:1][C:2]1[CH:7]=[CH:6][C:5]([C:8]2[Se:9][C:10]([CH2:13][OH:14])=[CH:11][N:12]=2)=[CH:4][CH:3]=1.[H-].[Na+].Cl[C:18]1[C:23]([CH3:25])([CH3:24])[O:22][C:21]([CH3:27])([CH3:26])[C:20](=[O:28])[CH:19]=1. Given the product [Cl:1][C:2]1[CH:3]=[CH:4][C:5]([C:8]2[Se:9][C:10]([CH2:13][O:14][C:18]3[C:23]([CH3:24])([CH3:25])[O:22][C:21]([CH3:27])([CH3:26])[C:20](=[O:28])[CH:19]=3)=[CH:11][N:12]=2)=[CH:6][CH:7]=1, predict the reactants needed to synthesize it.